Dataset: Catalyst prediction with 721,799 reactions and 888 catalyst types from USPTO. Task: Predict which catalyst facilitates the given reaction. (1) Reactant: Br[C:2]1[C:11]2[C:6](=[CH:7][C:8]([Br:12])=[CH:9][CH:10]=2)[CH:5]=[CH:4][C:3]=1[O:13][C:14]1[C:23]2[C:18](=[CH:19][C:20]([O:26][CH3:27])=[C:21]([O:24][CH3:25])[CH:22]=2)[N:17]=[CH:16][CH:15]=1.C([Li])CCC.CCCCCC.C(Cl)(=O)C.O. Product: [Br:12][C:8]1[CH:7]=[C:6]2[C:11](=[CH:10][CH:9]=1)[CH:2]=[C:3]([O:13][C:14]1[C:23]3[C:18](=[CH:19][C:20]([O:26][CH3:27])=[C:21]([O:24][CH3:25])[CH:22]=3)[N:17]=[CH:16][CH:15]=1)[CH:4]=[CH:5]2. The catalyst class is: 7. (2) Reactant: [C:1]([O:5][C:6]([N:8]1[CH2:12][C@H:11]([O:13][C:14]2[C:23]3[C:18](=[CH:19][C:20]([O:24][CH3:25])=[CH:21][CH:22]=3)[N:17]=[C:16]([C:26]3[CH:31]=[CH:30][CH:29]=[CH:28][CH:27]=3)[CH:15]=2)[CH2:10][C@H:9]1[C:32](=[O:66])[NH:33][C@:34]1([C:39]([NH:41][S:42]([C:45]2[CH:50]=[CH:49][CH:48]=[CH:47][C:46]=2[NH:51][C:52](=[O:65])[CH2:53][CH2:54][CH2:55][CH2:56][CH2:57][CH2:58][CH2:59][CH2:60][C:61]([O:63]C)=[O:62])(=[O:44])=[O:43])=[O:40])[CH2:36][C@H:35]1[CH:37]=[CH2:38])=[O:7])([CH3:4])([CH3:3])[CH3:2].[Li+].[OH-]. Product: [C:1]([O:5][C:6]([N:8]1[CH2:12][C@H:11]([O:13][C:14]2[C:23]3[C:18](=[CH:19][C:20]([O:24][CH3:25])=[CH:21][CH:22]=3)[N:17]=[C:16]([C:26]3[CH:31]=[CH:30][CH:29]=[CH:28][CH:27]=3)[CH:15]=2)[CH2:10][C@H:9]1[C:32](=[O:66])[NH:33][C@:34]1([C:39]([NH:41][S:42]([C:45]2[CH:50]=[CH:49][CH:48]=[CH:47][C:46]=2[NH:51][C:52](=[O:65])[CH2:53][CH2:54][CH2:55][CH2:56][CH2:57][CH2:58][CH2:59][CH2:60][C:61]([OH:63])=[O:62])(=[O:44])=[O:43])=[O:40])[CH2:36][C@H:35]1[CH:37]=[CH2:38])=[O:7])([CH3:2])([CH3:3])[CH3:4]. The catalyst class is: 87.